Dataset: Catalyst prediction with 721,799 reactions and 888 catalyst types from USPTO. Task: Predict which catalyst facilitates the given reaction. (1) Product: [NH:34]1[C:35]2[C:31](=[CH:30][C:29]([O:28][C:2]3[C:11]4[C:6](=[CH:7][C:8]([O:14][CH2:15][CH2:16][CH2:17][N:18]5[CH2:23][CH2:22][N:21]([S:24]([CH3:27])(=[O:26])=[O:25])[CH2:20][CH2:19]5)=[C:9]([O:12][CH3:13])[CH:10]=4)[N:5]=[CH:4][N:3]=3)=[CH:37][N:36]=2)[CH:32]=[CH:33]1. Reactant: Cl[C:2]1[C:11]2[C:6](=[CH:7][C:8]([O:14][CH2:15][CH2:16][CH2:17][N:18]3[CH2:23][CH2:22][N:21]([S:24]([CH3:27])(=[O:26])=[O:25])[CH2:20][CH2:19]3)=[C:9]([O:12][CH3:13])[CH:10]=2)[N:5]=[CH:4][N:3]=1.[OH:28][C:29]1[CH:30]=[C:31]2[C:35](=[N:36][CH:37]=1)[NH:34][CH:33]=[CH:32]2.C(=O)([O-])[O-].[K+].[K+]. The catalyst class is: 3. (2) Reactant: [CH3:1][CH2:2][C@H:3]1[O:18][C:16](=[O:17])[C@H:15]([CH3:19])[C@@H:14]([O:20][C@@H:21]2[O:26][C@@H:25]([CH3:27])[C@H:24]([OH:28])[C@@:23]([O:30][CH3:31])([CH3:29])[CH2:22]2)[C@H:13]([CH3:32])[C@@H:12]([O:33][C@@H:34]2[O:39][C@H:38]([CH3:40])[CH2:37][C@H:36]([N:41]([CH3:43])[CH3:42])[C@H:35]2[OH:44])[C@@:11]([OH:46])([CH3:45])[CH2:10][C@@H:9]([CH3:47])[CH2:8][N:7]([CH3:48])[C@H:6]([CH3:49])[C@@H:5]([OH:50])[C@@:4]1([OH:52])[CH3:51].[C:53]([OH:65])(=[O:64])[CH2:54][C:55]([CH2:60][C:61]([OH:63])=[O:62])([C:57]([OH:59])=[O:58])[OH:56]. Product: [CH3:1][CH2:2][C@H:3]1[O:18][C:16](=[O:17])[C@H:15]([CH3:19])[C@@H:14]([O:20][C@@H:21]2[O:26][C@@H:25]([CH3:27])[C@H:24]([OH:28])[C@@:23]([O:30][CH3:31])([CH3:29])[CH2:22]2)[C@H:13]([CH3:32])[C@@H:12]([O:33][C@@H:34]2[O:39][C@H:38]([CH3:40])[CH2:37][C@H:36]([N:41]([CH3:43])[CH3:42])[C@H:35]2[OH:44])[C@@:11]([OH:46])([CH3:45])[CH2:10][C@@H:9]([CH3:47])[CH2:8][N:7]([CH3:48])[C@H:6]([CH3:49])[C@@H:5]([OH:50])[C@@:4]1([OH:52])[CH3:51].[CH2:60]([C:55]([OH:56])([C:57]([OH:59])=[O:58])[CH2:54][C:53]([OH:65])=[O:64])[C:61]([OH:63])=[O:62]. The catalyst class is: 21. (3) Reactant: [CH3:1][O:2][C:3]1[C:4]([CH3:31])=[C:5]([C:22]([O:29][CH3:30])=[C:23]([O:27][CH3:28])[C:24]=1[O:25][CH3:26])[CH2:6][C:7]1[C:8]([C:16]2[CH:17]=[N:18][CH:19]=[CH:20][CH:21]=2)=[C:9]([CH:13]=[CH:14][CH:15]=1)[C:10](O)=[O:11].[NH:32]1[CH2:37][CH2:36][CH2:35][CH2:34][CH2:33]1.CCN=C=NCCCN(C)C.Cl. Product: [CH3:1][O:2][C:3]1[C:4]([CH3:31])=[C:5]([C:22]([O:29][CH3:30])=[C:23]([O:27][CH3:28])[C:24]=1[O:25][CH3:26])[CH2:6][C:7]1[C:8]([C:16]2[CH:17]=[N:18][CH:19]=[CH:20][CH:21]=2)=[C:9]([CH:13]=[CH:14][CH:15]=1)[C:10]([N:32]1[CH2:37][CH2:36][CH2:35][CH2:34][CH2:33]1)=[O:11]. The catalyst class is: 2.